Dataset: Forward reaction prediction with 1.9M reactions from USPTO patents (1976-2016). Task: Predict the product of the given reaction. (1) Given the reactants [NH2:1][C:2]1[C:7]([CH:8]=[O:9])=[C:6](Cl)[N:5]=[C:4](Cl)[CH:3]=1.[CH:12]1(B(O)O)[CH2:14][CH2:13]1.C1(P(C2CCCCC2)C2CCCCC2)CCCCC1.P([O-])([O-])([O-])=O.[K+].[K+].[K+].[NH:45]1[CH2:50][CH2:49][O:48][CH2:47][CH2:46]1, predict the reaction product. The product is: [NH2:1][C:2]1[C:7]([CH:8]=[O:9])=[C:6]([CH:12]2[CH2:14][CH2:13]2)[N:5]=[C:4]([N:45]2[CH2:50][CH2:49][O:48][CH2:47][CH2:46]2)[CH:3]=1. (2) Given the reactants [N:1]1([CH2:6][CH2:7][CH2:8][O:9][C:10]2[CH:15]=[CH:14][C:13]([C:16]3([C:22]([N:24]4[CH2:29][CH2:28][NH:27][CH2:26][CH2:25]4)=O)[CH2:21][CH2:20][CH2:19][CH2:18][CH2:17]3)=[CH:12][CH:11]=2)[CH2:5][CH2:4][CH2:3][CH2:2]1.[H-].[Al+3].[Li+].[H-].[H-].[H-], predict the reaction product. The product is: [N:1]1([CH2:6][CH2:7][CH2:8][O:9][C:10]2[CH:11]=[CH:12][C:13]([C:16]3([CH2:22][N:24]4[CH2:25][CH2:26][NH:27][CH2:28][CH2:29]4)[CH2:21][CH2:20][CH2:19][CH2:18][CH2:17]3)=[CH:14][CH:15]=2)[CH2:5][CH2:4][CH2:3][CH2:2]1. (3) Given the reactants C(O[C:9](=[O:22])[NH:10][CH:11]([C:14]1[CH:19]=[CH:18][CH:17]=[C:16]([O:20][CH3:21])[CH:15]=1)[CH2:12][OH:13])C1C=CC=CC=1.[Cl:23][C:24]1[CH:37]=[CH:36][C:27]([O:28][C:29]2[CH:34]=[CH:33][C:32](I)=[CH:31][CH:30]=2)=[CH:26][CH:25]=1.[O-]P([O-])([O-])=O.[K+].[K+].[K+].C1(N)CCCCC1N, predict the reaction product. The product is: [Cl:23][C:24]1[CH:37]=[CH:36][C:27]([O:28][C:29]2[CH:34]=[CH:33][C:32]([N:10]3[CH:11]([C:14]4[CH:19]=[CH:18][CH:17]=[C:16]([O:20][CH3:21])[CH:15]=4)[CH2:12][O:13][C:9]3=[O:22])=[CH:31][CH:30]=2)=[CH:26][CH:25]=1.